Predict the reactants needed to synthesize the given product. From a dataset of Full USPTO retrosynthesis dataset with 1.9M reactions from patents (1976-2016). (1) Given the product [OH:41][CH:3]1[CH:4]([OH:32])[CH2:5][CH:1]([C:6]2[NH:14][C:13]3[C:12](=[O:15])[N:11]([CH2:16][CH2:17][CH3:18])[C:10]([O:19][C:20]4[CH:25]=[CH:24][CH:23]=[C:22]([O:26][CH3:27])[CH:21]=4)=[N:9][C:8]=3[N:7]=2)[CH2:2]1, predict the reactants needed to synthesize it. The reactants are: [CH:1]1([C:6]2[NH:14][C:13]3[C:12](=[O:15])[N:11]([CH2:16][CH2:17][CH3:18])[C:10]([O:19][C:20]4[CH:25]=[CH:24][CH:23]=[C:22]([O:26][CH3:27])[CH:21]=4)=[N:9][C:8]=3[N:7]=2)[CH2:5][CH:4]=[CH:3][CH2:2]1.C[N+]1([O-])CC[O:32]CC1.C(O)(C)(C)C.[OH2:41]. (2) Given the product [C:24]([C:11]1[C:12](=[O:23])[N:13]([CH2:14][C:15]2[CH:20]=[CH:19][C:18]([CH3:21])=[CH:17][C:16]=2[CH3:22])[C:8]([C:4]2[CH:3]=[C:2]([C:43]3[CH:44]=[C:45]4[C:40]([CH:39]=[CH:38][N:37]4[C:35]([O:34][C:30]([CH3:33])([CH3:32])[CH3:31])=[O:36])=[CH:41][CH:42]=3)[CH:7]=[CH:6][CH:5]=2)=[CH:9][C:10]=1[C:26]([F:28])([F:27])[F:29])#[N:25], predict the reactants needed to synthesize it. The reactants are: Br[C:2]1[CH:3]=[C:4]([C:8]2[N:13]([CH2:14][C:15]3[CH:20]=[CH:19][C:18]([CH3:21])=[CH:17][C:16]=3[CH3:22])[C:12](=[O:23])[C:11]([C:24]#[N:25])=[C:10]([C:26]([F:29])([F:28])[F:27])[CH:9]=2)[CH:5]=[CH:6][CH:7]=1.[C:30]([O:34][C:35]([N:37]1[C:45]2[C:40](=[CH:41][CH:42]=[C:43](B3OC(C)(C)C(C)(C)O3)[CH:44]=2)[CH:39]=[CH:38]1)=[O:36])([CH3:33])([CH3:32])[CH3:31].C([O-])([O-])=O.[K+].[K+].N#N. (3) Given the product [CH3:9][O:10][C:11]([C:13]1[CH:17]=[C:16]([Br:8])[N:15]([CH:18]([CH3:20])[CH3:19])[CH:14]=1)=[O:12], predict the reactants needed to synthesize it. The reactants are: C1C(=O)N([Br:8])C(=O)C1.[CH3:9][O:10][C:11]([C:13]1[CH:17]=[CH:16][N:15]([CH:18]([CH3:20])[CH3:19])[CH:14]=1)=[O:12]. (4) Given the product [CH3:24][O:23][C:20]1[CH:21]=[C:22]2[C:17]([CH:16]=[C:15]([NH:25][C:26]3[CH:30]=[C:29]([CH3:31])[NH:28][N:27]=3)[N:14]=[C:13]2[O:1][C:2]2[CH:3]=[CH:4][C:5]([NH:8][C:9](=[O:11])[CH3:10])=[CH:6][CH:7]=2)=[CH:18][CH:19]=1, predict the reactants needed to synthesize it. The reactants are: [OH:1][C:2]1[CH:7]=[CH:6][C:5]([NH:8][C:9](=[O:11])[CH3:10])=[CH:4][CH:3]=1.Cl[C:13]1[C:22]2[C:17](=[CH:18][CH:19]=[C:20]([O:23][CH3:24])[CH:21]=2)[CH:16]=[C:15]([NH:25][C:26]2[CH:30]=[C:29]([CH3:31])[NH:28][N:27]=2)[N:14]=1. (5) Given the product [CH3:1][O:2][CH2:3][N:4]1[C:12]2[C:7](=[CH:8][C:9]([O:22][C:23]([F:25])([F:26])[F:24])=[CH:10][C:11]=2[N:13]([CH3:34])[S:14]([C:17]2[S:18][CH:19]=[CH:20][CH:21]=2)(=[O:16])=[O:15])[CH:6]=[C:5]1[C:27]([O:29][CH2:30][CH3:31])=[O:28], predict the reactants needed to synthesize it. The reactants are: [CH3:1][O:2][CH2:3][N:4]1[C:12]2[C:7](=[CH:8][C:9]([O:22][C:23]([F:26])([F:25])[F:24])=[CH:10][C:11]=2[NH:13][S:14]([C:17]2[S:18][CH:19]=[CH:20][CH:21]=2)(=[O:16])=[O:15])[CH:6]=[C:5]1[C:27]([O:29][CH2:30][CH3:31])=[O:28].[H-].[Na+].[CH3:34]N(C)C=O.CI. (6) Given the product [F:24][CH:23]([F:25])[N:22]1[N:21]=[CH:20][C:19]2[NH:26][C:27](=[O:32])[C@H:28]([CH3:29])[CH:11]=[CH:10][CH2:9][C@H:8]([NH:7][C:6](=[O:33])[O:5][C:1]([CH3:3])([CH3:2])[CH3:4])[C:12]3[CH:17]=[C:16]([CH:15]=[CH:14][N:13]=3)[C:18]1=2.[F:24][CH:23]([F:25])[N:22]1[N:21]=[CH:20][C:19]2[NH:26][C:27](=[O:32])[C@@H:28]([CH3:29])[CH:11]=[CH:10][CH2:9][C@H:8]([NH:7][C:6](=[O:33])[O:5][C:1]([CH3:3])([CH3:2])[CH3:4])[C:12]3[CH:17]=[C:16]([CH:15]=[CH:14][N:13]=3)[C:18]1=2, predict the reactants needed to synthesize it. The reactants are: [C:1]([O:5][C:6](=[O:33])[NH:7][C@H:8]([C:12]1[CH:17]=[C:16]([C:18]2[N:22]([CH:23]([F:25])[F:24])[N:21]=[CH:20][C:19]=2[NH:26][C:27](=[O:32])[CH:28](C)[CH:29]=C)[CH:15]=[CH:14][N:13]=1)[CH2:9][CH:10]=[CH2:11])([CH3:4])([CH3:3])[CH3:2].